Dataset: Forward reaction prediction with 1.9M reactions from USPTO patents (1976-2016). Task: Predict the product of the given reaction. Given the reactants [CH2:1]([NH:8][C:9]1[C:18]2[CH:17]=[N:16][CH:15]=[N:14][C:13]=2[N:12]([O:19][CH2:20][C:21]2[CH:26]=[CH:25][CH:24]=[CH:23][CH:22]=2)[C:11](=[O:27])[C:10]=1C(OCC)=O)[C:2]1[CH:7]=[CH:6][CH:5]=[CH:4][CH:3]=1.[OH-].[Na+], predict the reaction product. The product is: [CH2:1]([NH:8][C:9]1[C:18]2[CH:17]=[N:16][CH:15]=[N:14][C:13]=2[N:12]([O:19][CH2:20][C:21]2[CH:22]=[CH:23][CH:24]=[CH:25][CH:26]=2)[C:11](=[O:27])[CH:10]=1)[C:2]1[CH:7]=[CH:6][CH:5]=[CH:4][CH:3]=1.